Dataset: Reaction yield outcomes from USPTO patents with 853,638 reactions. Task: Predict the reaction yield, written as a fraction of the theoretical maximum amount of product (1.0 means a 100% yield; for example, 0.34 means a 34% yield). The reactants are [CH3:1][O:2][C:3]([C:5]1[C:13]([Cl:14])=[C:12]2[C:8]([C:9]([CH:16]3[CH2:21][CH2:20][CH2:19][CH2:18][CH2:17]3)=[C:10](Br)[NH:11]2)=[CH:7][CH:6]=1)=[O:4].[Li+].[Cl-].C([O-])([O-])=O.[Na+].[Na+].[CH3:30][O:31][C:32]1[CH:37]=[CH:36][C:35](B(O)O)=[CH:34][CH:33]=1. The catalyst is C1(C)C=CC=CC=1.C(O)C.O.Cl[Pd](Cl)([P](C1C=CC=CC=1)(C1C=CC=CC=1)C1C=CC=CC=1)[P](C1C=CC=CC=1)(C1C=CC=CC=1)C1C=CC=CC=1. The product is [CH3:1][O:2][C:3]([C:5]1[C:13]([Cl:14])=[C:12]2[C:8]([C:9]([CH:16]3[CH2:21][CH2:20][CH2:19][CH2:18][CH2:17]3)=[C:10]([C:35]3[CH:36]=[CH:37][C:32]([O:31][CH3:30])=[CH:33][CH:34]=3)[NH:11]2)=[CH:7][CH:6]=1)=[O:4]. The yield is 0.820.